Dataset: Reaction yield outcomes from USPTO patents with 853,638 reactions. Task: Predict the reaction yield, written as a fraction of the theoretical maximum amount of product (1.0 means a 100% yield; for example, 0.34 means a 34% yield). The reactants are [C:1]([O:5][C:6]([NH:8][C@H:9]([C:11]([OH:13])=O)[CH3:10])=[O:7])([CH3:4])([CH3:3])[CH3:2].[CH2:14]([O:21][CH2:22][CH2:23][CH2:24][NH:25][CH2:26][CH2:27][OH:28])[C:15]1[CH:20]=[CH:19][CH:18]=[CH:17][CH:16]=1.C(N(CC)C(C)C)(C)C.ON1C2C=CC=CC=2N=N1.Cl.C(N=C=NCCCN(C)C)C. The catalyst is CN(C)C=O. The product is [C:1]([O:5][C:6](=[O:7])[NH:8][C@H:9]([C:11](=[O:13])[N:25]([CH2:24][CH2:23][CH2:22][O:21][CH2:14][C:15]1[CH:16]=[CH:17][CH:18]=[CH:19][CH:20]=1)[CH2:26][CH2:27][OH:28])[CH3:10])([CH3:2])([CH3:3])[CH3:4]. The yield is 0.670.